From a dataset of Forward reaction prediction with 1.9M reactions from USPTO patents (1976-2016). Predict the product of the given reaction. (1) Given the reactants [OH:1][C:2]1[N:3]=[C:4]([C:8]2[CH:13]=[CH:12][C:11]([C:14]([O:16]C)=[O:15])=[CH:10][CH:9]=2)[S:5][C:6]=1[CH3:7].Cl[CH2:19][C:20]([NH:22][CH2:23][CH2:24][CH2:25][CH2:26][CH2:27][CH3:28])=[O:21].C(=O)([O-])[O-].[K+].[K+].[I-].[K+].O.[OH-].[Li+], predict the reaction product. The product is: [CH2:23]([NH:22][C:20]([CH2:19][O:1][C:2]1[N:3]=[C:4]([C:8]2[CH:9]=[CH:10][C:11]([C:14]([OH:16])=[O:15])=[CH:12][CH:13]=2)[S:5][C:6]=1[CH3:7])=[O:21])[CH2:24][CH2:25][CH2:26][CH2:27][CH3:28]. (2) Given the reactants Cl[C:2]1[CH:27]=[CH:26][C:5]([C:6]([NH:8][C:9]2[S:10][C:11]3[C:17]([N:18]4[CH2:23][CH2:22][O:21][CH2:20][CH2:19]4)=[CH:16][CH:15]=[C:14]([O:24][CH3:25])[C:12]=3[N:13]=2)=[O:7])=[CH:4][N:3]=1.[H-].[Na+].[CH2:30]([OH:34])[CH2:31][CH2:32][CH3:33], predict the reaction product. The product is: [CH2:30]([O:34][C:2]1[CH:27]=[CH:26][C:5]([C:6]([NH:8][C:9]2[S:10][C:11]3[C:17]([N:18]4[CH2:23][CH2:22][O:21][CH2:20][CH2:19]4)=[CH:16][CH:15]=[C:14]([O:24][CH3:25])[C:12]=3[N:13]=2)=[O:7])=[CH:4][N:3]=1)[CH2:31][CH2:32][CH3:33].